This data is from Reaction yield outcomes from USPTO patents with 853,638 reactions. The task is: Predict the reaction yield, written as a fraction of the theoretical maximum amount of product (1.0 means a 100% yield; for example, 0.34 means a 34% yield). (1) The reactants are [I-].[CH3:2][S+](C)(C)=O.[H-].[Na+].[F:9][C:10]1[CH:11]=[C:12]2[C:16](=[CH:17][CH:18]=1)[NH:15][C:14](=[O:19])/[C:13]/2=[CH:20]\[C:21]1[CH:29]=[C:28]2[C:24]([C:25]([I:30])=[N:26][NH:27]2)=[CH:23][CH:22]=1. The catalyst is C1COCC1. The product is [F:9][C:10]1[CH:11]=[C:12]2[C:16](=[CH:17][CH:18]=1)[NH:15][C:14](=[O:19])[C@:13]12[CH2:2][C@H:20]1[C:21]1[CH:29]=[C:28]2[C:24]([C:25]([I:30])=[N:26][NH:27]2)=[CH:23][CH:22]=1. The yield is 0.540. (2) The reactants are O=P(Cl)(Cl)Cl.[CH:6]([C:8]1[CH:16]=[CH:15][C:14]([O:17][CH3:18])=[CH:13][C:9]=1[C:10]([OH:12])=O)=[O:7].[CH3:19][N:20]1[CH2:25][CH2:24][NH:23][CH2:22][CH2:21]1. The catalyst is N1C=CC=CC=1. The product is [CH3:18][O:17][C:14]1[CH:15]=[CH:16][C:8]([CH:6]=[O:7])=[C:9]([C:10]([N:23]2[CH2:24][CH2:25][N:20]([CH3:19])[CH2:21][CH2:22]2)=[O:12])[CH:13]=1. The yield is 0.680. (3) The reactants are [Br:1][C:2]1[CH:3]=[C:4]2[C:8](=[CH:9][CH:10]=1)[NH:7][CH:6]=[CH:5]2.[H-].[Na+].[CH:13]([Si:16](Cl)([CH:20]([CH3:22])[CH3:21])[CH:17]([CH3:19])[CH3:18])([CH3:15])[CH3:14]. The catalyst is C1COCC1. The product is [Br:1][C:2]1[CH:3]=[C:4]2[C:8](=[CH:9][CH:10]=1)[N:7]([Si:16]([CH:20]([CH3:22])[CH3:21])([CH:17]([CH3:19])[CH3:18])[CH:13]([CH3:15])[CH3:14])[CH:6]=[CH:5]2. The yield is 0.760. (4) The reactants are [CH:1]([CH:4]1[N:9]([C:10]2[N:15]=[C:14]([C:16]([F:19])([F:18])[F:17])[C:13]([C:20]([O:22]CC)=[O:21])=[CH:12][N:11]=2)[CH2:8][CH2:7][N:6]2[C:25]3[CH:31]=[C:30]([S:32]([CH3:35])(=[O:34])=[O:33])[CH:29]=[CH:28][C:26]=3[N:27]=[C:5]12)([CH3:3])[CH3:2].[OH-].[Na+].Cl. The catalyst is CO.O. The product is [CH:1]([CH:4]1[N:9]([C:10]2[N:15]=[C:14]([C:16]([F:19])([F:18])[F:17])[C:13]([C:20]([OH:22])=[O:21])=[CH:12][N:11]=2)[CH2:8][CH2:7][N:6]2[C:25]3[CH:31]=[C:30]([S:32]([CH3:35])(=[O:33])=[O:34])[CH:29]=[CH:28][C:26]=3[N:27]=[C:5]12)([CH3:3])[CH3:2]. The yield is 1.00. (5) The reactants are FC(F)(F)C1C=CC(CBr)=CC=1.Br[CH2:14][CH2:15][O:16][C:17]1[CH:22]=[CH:21][C:20]([F:23])=[CH:19][CH:18]=1.[CH3:24][C:25]1[N:26]=[C:27]([N:35]2[C:39](=[O:40])[NH:38][N:37]=[CH:36]2)[S:28][C:29]=1[C:30]([O:32][CH2:33][CH3:34])=[O:31]. No catalyst specified. The product is [F:23][C:20]1[CH:21]=[CH:22][C:17]([O:16][CH2:15][CH2:14][N:38]2[C:39](=[O:40])[N:35]([C:27]3[S:28][C:29]([C:30]([O:32][CH2:33][CH3:34])=[O:31])=[C:25]([CH3:24])[N:26]=3)[CH:36]=[N:37]2)=[CH:18][CH:19]=1. The yield is 0.480.